Dataset: Catalyst prediction with 721,799 reactions and 888 catalyst types from USPTO. Task: Predict which catalyst facilitates the given reaction. Reactant: Br[C:2]1[C:9]([O:10][CH2:11][O:12][CH3:13])=[CH:8][C:5]([CH:6]=[O:7])=[C:4]([F:14])[CH:3]=1.[O:15]1[CH:19]=[CH:18][C:17](B(O)O)=[CH:16]1.C([O-])([O-])=O.[Cs+].[Cs+]. Product: [F:14][C:4]1[CH:3]=[C:2]([C:17]2[CH:18]=[CH:19][O:15][CH:16]=2)[C:9]([O:10][CH2:11][O:12][CH3:13])=[CH:8][C:5]=1[CH:6]=[O:7]. The catalyst class is: 427.